This data is from Full USPTO retrosynthesis dataset with 1.9M reactions from patents (1976-2016). The task is: Predict the reactants needed to synthesize the given product. (1) Given the product [N:25]([C@@H:18]1[CH2:17][CH2:16][O:15][C@@H:14]([CH:1]([C:8]2[CH:13]=[CH:12][CH:11]=[CH:10][CH:9]=2)[C:2]2[CH:7]=[CH:6][CH:5]=[CH:4][CH:3]=2)[CH2:19]1)=[N+:26]=[N-:27], predict the reactants needed to synthesize it. The reactants are: [CH:1]([C@H:14]1[CH2:19][C@@H:18](OS(C)(=O)=O)[CH2:17][CH2:16][O:15]1)([C:8]1[CH:13]=[CH:12][CH:11]=[CH:10][CH:9]=1)[C:2]1[CH:7]=[CH:6][CH:5]=[CH:4][CH:3]=1.[N-:25]=[N+:26]=[N-:27].[Na+]. (2) The reactants are: [NH2:1][C:2]1[N:7]=[C:6](S(C)(=O)=O)[C:5]([C:12]#[N:13])=[C:4]([C:14]2[CH:19]=[C:18]([O:20][CH3:21])[C:17]([O:22][CH3:23])=[C:16]([O:24][CH3:25])[CH:15]=2)[N:3]=1.[CH2:26]([NH2:29])[CH2:27][CH3:28]. Given the product [NH2:1][C:2]1[N:7]=[C:6]([NH:29][CH2:26][CH2:27][CH3:28])[C:5]([C:12]#[N:13])=[C:4]([C:14]2[CH:19]=[C:18]([O:20][CH3:21])[C:17]([O:22][CH3:23])=[C:16]([O:24][CH3:25])[CH:15]=2)[N:3]=1, predict the reactants needed to synthesize it. (3) Given the product [F:1][C:2]1[CH:3]=[C:4]2[C:11]([C:12]3[N:13]=[N:14][C:15]4[C:20]([CH3:21])([CH3:22])[C:19](=[O:23])[NH:18][C:16]=4[N:17]=3)=[N:10][NH:9][C:5]2=[N:6][C:7]=1[CH3:8], predict the reactants needed to synthesize it. The reactants are: [F:1][C:2]1[CH:3]=[C:4]2[C:11]([C:12]3[N:13]=[N:14][C:15]4[C:20]([CH3:22])([CH3:21])[C:19](=[O:23])[NH:18][C:16]=4[N:17]=3)=[N:10][N:9](CC3C=CC(OC)=CC=3)[C:5]2=[N:6][C:7]=1[CH3:8].[N+]([O-])([O-])=O.[Ce+4].[NH4+].[N+]([O-])([O-])=O.[N+]([O-])([O-])=O.[N+]([O-])([O-])=O.[N+]([O-])([O-])=O.O. (4) Given the product [F:4][C:5]1[CH:10]=[CH:9][CH:8]=[CH:7][C:6]=1[C:11]1[C:20]([CH:21]([OH:22])[CH3:1])=[CH:19][C:18]2[C:13](=[CH:14][CH:15]=[CH:16][N:17]=2)[N:12]=1, predict the reactants needed to synthesize it. The reactants are: [CH3:1][Mg]Br.[F:4][C:5]1[CH:10]=[CH:9][CH:8]=[CH:7][C:6]=1[C:11]1[C:20]([CH:21]=[O:22])=[CH:19][C:18]2[C:13](=[CH:14][CH:15]=[CH:16][N:17]=2)[N:12]=1. (5) Given the product [OH:3][CH2:4][C:5]1[O:6][C:7]([CH3:13])=[CH:8][C:9](=[O:12])[C:10]=1[O:11][CH2:14][C:15]1[CH:20]=[CH:19][CH:18]=[CH:17][CH:16]=1, predict the reactants needed to synthesize it. The reactants are: [OH-].[Na+].[OH:3][CH2:4][C:5]1[O:6][C:7]([CH3:13])=[CH:8][C:9](=[O:12])[C:10]=1[OH:11].[CH2:14](Br)[C:15]1[CH:20]=[CH:19][CH:18]=[CH:17][CH:16]=1. (6) The reactants are: [CH:1]1([C:4]2[N:13]=[C:12]([N:14]3[CH2:19][CH2:18][N:17]([C:20]4[CH:25]=[CH:24][CH:23]=[CH:22][C:21]=4[N+:26]([O-])=O)[CH2:16][CH2:15]3)[C:11]3[C:6](=[CH:7][C:8]([O:31][CH3:32])=[C:9]([O:29][CH3:30])[CH:10]=3)[N:5]=2)[CH2:3][CH2:2]1.[NH4+].[Cl-]. Given the product [CH:1]1([C:4]2[N:13]=[C:12]([N:14]3[CH2:19][CH2:18][N:17]([C:20]4[CH:25]=[CH:24][CH:23]=[CH:22][C:21]=4[NH2:26])[CH2:16][CH2:15]3)[C:11]3[C:6](=[CH:7][C:8]([O:31][CH3:32])=[C:9]([O:29][CH3:30])[CH:10]=3)[N:5]=2)[CH2:3][CH2:2]1, predict the reactants needed to synthesize it.